This data is from Full USPTO retrosynthesis dataset with 1.9M reactions from patents (1976-2016). The task is: Predict the reactants needed to synthesize the given product. (1) Given the product [NH2:1][C:4]1[CH:12]=[CH:11][CH:10]=[C:9]2[C:5]=1[CH2:6][NH:7][C:8]2=[O:13], predict the reactants needed to synthesize it. The reactants are: [N+:1]([C:4]1[CH:12]=[CH:11][CH:10]=[C:9]2[C:5]=1[CH2:6][NH:7][C:8]2=[O:13])([O-])=O.C([O-])=O.[NH4+]. (2) Given the product [Cl:1][C:2]1[C:3]([CH3:31])=[C:4]([C:10]2[CH:14]=[CH:13][N:12]([CH2:15][C@@H:16]([NH:18][C:19]([C:21]3[N:22]=[C:23]([C:41]([OH:40])([CH3:37])[CH3:32])[S:24][CH:25]=3)=[O:20])[CH3:17])[N:11]=2)[CH:5]=[CH:6][C:7]=1[C:8]#[N:9], predict the reactants needed to synthesize it. The reactants are: [Cl:1][C:2]1[C:3]([CH3:31])=[C:4]([C:10]2[CH:14]=[CH:13][N:12]([CH2:15][C@@H:16]([NH:18][C:19]([C:21]3[N:22]=[C:23](C(OCC)=O)[S:24][CH:25]=3)=[O:20])[CH3:17])[N:11]=2)[CH:5]=[CH:6][C:7]=1[C:8]#[N:9].[CH3:32][Mg]Br.[Cl-].[NH4+].[CH2:37]1[CH2:41][O:40]CC1. (3) Given the product [F:11][C:8]1[CH:9]=[CH:10][C:5]2[N:6]([C:2]([N:15]3[CH2:16][CH2:17][CH2:18][C@@H:14]3[CH2:13][OH:12])=[N:3][N:4]=2)[CH:7]=1, predict the reactants needed to synthesize it. The reactants are: Cl[C:2]1[N:6]2[CH:7]=[C:8]([F:11])[CH:9]=[CH:10][C:5]2=[N:4][N:3]=1.[OH:12][CH2:13][C@H:14]1[CH2:18][CH2:17][CH2:16][NH:15]1.N. (4) Given the product [Br:1][C:2]1[CH:3]=[CH:4][C:5]([C:8]([NH:10][C:11]2[N:15]([CH3:16])[N:14]=[CH:13][C:12]=2[C:17]([NH:38][CH2:39][C@@H:40]2[CH2:44][CH2:43][N:42]([C:45]([CH:35]3[CH2:37][CH2:36]3)=[O:47])[CH2:41]2)=[O:19])=[O:9])=[CH:6][CH:7]=1, predict the reactants needed to synthesize it. The reactants are: [Br:1][C:2]1[CH:7]=[CH:6][C:5]([C:8]([NH:10][C:11]2[N:15]([CH3:16])[N:14]=[CH:13][C:12]=2[C:17]([OH:19])=O)=[O:9])=[CH:4][CH:3]=1.[Cl-].ClC1N(C)CC[NH+]1C.CCN([CH:35]([CH3:37])[CH3:36])C(C)C.[NH2:38][CH2:39][C@@H:40]1[CH2:44][CH2:43][N:42]([C:45]([O:47]C(C)(C)C)=O)[CH2:41]1.Cl.C1(C(Cl)=O)CC1. (5) Given the product [CH2:1]([O:3][C:4]1[CH:9]=[C:8]([CH:12]([OH:13])[C:11]([OH:15])=[O:14])[CH:7]=[CH:6][C:5]=1[OH:10])[CH3:2], predict the reactants needed to synthesize it. The reactants are: [CH2:1]([O:3][C:4]1[CH:9]=[CH:8][CH:7]=[CH:6][C:5]=1[OH:10])[CH3:2].[C:11]([OH:15])(=[O:14])[CH:12]=[O:13].[OH-].[Na+]. (6) The reactants are: Br[C:2]1[CH:3]=[C:4]([CH2:8][CH:9]([CH2:13][S:14]([CH2:17][C:18]2[CH:23]=[CH:22][CH:21]=[CH:20][CH:19]=2)(=[O:16])=[O:15])[C:10]([OH:12])=[O:11])[CH:5]=[CH:6][CH:7]=1.C(=O)([O-])[O-].[K+].[K+].[C:30]1(B(O)O)[CH:35]=[CH:34][CH:33]=[CH:32][CH:31]=1.Cl. Given the product [C:2]1([C:30]2[CH:35]=[CH:34][CH:33]=[CH:32][CH:31]=2)[CH:7]=[CH:6][CH:5]=[C:4]([CH2:8][CH:9]([CH2:13][S:14]([CH2:17][C:18]2[CH:23]=[CH:22][CH:21]=[CH:20][CH:19]=2)(=[O:16])=[O:15])[C:10]([OH:12])=[O:11])[CH:3]=1, predict the reactants needed to synthesize it. (7) Given the product [CH2:6]([O:8][C:9]([C:11]1[S:12][CH:13]=[C:14]([C:16]2[CH:21]=[CH:20][CH:19]=[C:18]([NH2:22])[CH:17]=2)[N:15]=1)=[O:10])[CH3:7], predict the reactants needed to synthesize it. The reactants are: O.O.[Sn](Cl)Cl.[CH2:6]([O:8][C:9]([C:11]1[S:12][CH:13]=[C:14]([C:16]2[CH:21]=[CH:20][CH:19]=[C:18]([N+:22]([O-])=O)[CH:17]=2)[N:15]=1)=[O:10])[CH3:7].[OH-].[K+]. (8) Given the product [Si:1]([O:8][CH:9]1[CH2:14][CH2:13][N:12]([C:15]([C:28]2[CH:29]=[CH:30][CH:31]=[CH:32][CH:33]=2)([C:22]2[CH:27]=[CH:26][CH:25]=[CH:24][CH:23]=2)[C:16]2[CH:17]=[CH:18][CH:19]=[CH:20][CH:21]=2)[CH2:11]/[C:10]/1=[CH:34]\[CH2:35][N:56]1[CH:55]=[C:54]([CH2:53][CH2:52][C:50]([O:49][CH2:47][CH3:48])=[O:51])[CH:58]=[N:57]1)([C:4]([CH3:7])([CH3:6])[CH3:5])([CH3:2])[CH3:3], predict the reactants needed to synthesize it. The reactants are: [Si:1]([O:8][CH:9]1[CH2:14][CH2:13][N:12]([C:15]([C:28]2[CH:33]=[CH:32][CH:31]=[CH:30][CH:29]=2)([C:22]2[CH:27]=[CH:26][CH:25]=[CH:24][CH:23]=2)[C:16]2[CH:21]=[CH:20][CH:19]=[CH:18][CH:17]=2)[CH2:11]/[C:10]/1=[CH:34]\[CH2:35]OS(C1C=CC(C)=CC=1)(=O)=O)([C:4]([CH3:7])([CH3:6])[CH3:5])([CH3:3])[CH3:2].[CH2:47]([O:49][C:50]([CH2:52][CH2:53][C:54]1[CH:55]=[N:56][NH:57][CH:58]=1)=[O:51])[CH3:48]. (9) Given the product [N:1]1[C:10]2[C:5](=[CH:6][C:7]([C:11]([NH2:15])=[O:13])=[CH:8][CH:9]=2)[N:4]=[CH:3][CH:2]=1, predict the reactants needed to synthesize it. The reactants are: [N:1]1[C:10]2[C:5](=[CH:6][C:7]([C:11]([O:13]C)=O)=[CH:8][CH:9]=2)[N:4]=[CH:3][CH:2]=1.[NH3:15]. (10) Given the product [F:1][C:2]1[CH:3]=[CH:4][C:5]([NH:11][CH2:12][CH2:13][CH2:14][C:15]([F:18])([F:17])[F:16])=[C:6]([CH:10]=1)[C:7]([NH:24][C:20]([CH3:21])([C:22]#[CH:23])[CH3:19])=[O:9], predict the reactants needed to synthesize it. The reactants are: [F:1][C:2]1[CH:3]=[CH:4][C:5]([NH:11][CH2:12][CH2:13][CH2:14][C:15]([F:18])([F:17])[F:16])=[C:6]([CH:10]=1)[C:7]([OH:9])=O.[CH3:19][C:20]([NH2:24])([C:22]#[CH:23])[CH3:21].C1C=CC2N(O)N=NC=2C=1.CCN=C=NCCCN(C)C.CCN(C(C)C)C(C)C.